Dataset: Catalyst prediction with 721,799 reactions and 888 catalyst types from USPTO. Task: Predict which catalyst facilitates the given reaction. (1) Reactant: [CH3:1][C:2]([CH3:8])([CH3:7])[CH2:3][C:4](Cl)=[O:5].[Br:9][C:10]1[CH:11]=[CH:12][C:13]([CH3:17])=[C:14]([CH:16]=1)[NH2:15].O. Product: [Br:9][C:10]1[CH:11]=[CH:12][C:13]([CH3:17])=[C:14]([NH:15][C:4](=[O:5])[CH2:3][C:2]([CH3:8])([CH3:7])[CH3:1])[CH:16]=1. The catalyst class is: 10. (2) Reactant: [NH:1]1[CH2:6][CH2:5][CH:4]([CH2:7][CH2:8][OH:9])[CH2:3][CH2:2]1.C([O-])(O)=O.[Na+].[CH3:15][C:16]([CH3:22])([CH3:21])[CH2:17][C:18](Cl)=[O:19]. Product: [OH:9][CH2:8][CH2:7][CH:4]1[CH2:5][CH2:6][N:1]([C:18](=[O:19])[CH2:17][C:16]([CH3:22])([CH3:21])[CH3:15])[CH2:2][CH2:3]1. The catalyst class is: 4.